This data is from Catalyst prediction with 721,799 reactions and 888 catalyst types from USPTO. The task is: Predict which catalyst facilitates the given reaction. (1) Reactant: [CH2:1]([O:8][C:9]([NH:11][C@H:12]1[CH2:17][CH2:16][C@H:15]([C:18]([O:20]C)=[O:19])[CH2:14][CH2:13]1)=[O:10])[C:2]1[CH:7]=[CH:6][CH:5]=[CH:4][CH:3]=1.[OH-].[Na+].Cl. Product: [CH2:1]([O:8][C:9]([NH:11][C@H:12]1[CH2:17][CH2:16][C@H:15]([C:18]([OH:20])=[O:19])[CH2:14][CH2:13]1)=[O:10])[C:2]1[CH:3]=[CH:4][CH:5]=[CH:6][CH:7]=1. The catalyst class is: 5. (2) Reactant: [C:1]([CH:3]1[CH2:8][CH2:7][N:6]([C:9](=[O:35])[C@H:10]([NH:14][C:15]([C:17]2[C:25]3[C:20](=[N:21][CH:22]=[C:23](Br)[N:24]=3)[N:19](COCC[Si](C)(C)C)[CH:18]=2)=[O:16])[CH:11]2[CH2:13][CH2:12]2)[CH2:5][CH2:4]1)#[N:2].C(N(CC)CC)C.[C:43]([Si:45]([CH3:48])([CH3:47])[CH3:46])#[CH:44]. Product: [C:1]([CH:3]1[CH2:4][CH2:5][N:6]([C:9](=[O:35])[C@H:10]([NH:14][C:15]([C:17]2[C:25]3[C:20](=[N:21][CH:22]=[C:23]([C:44]#[C:43][Si:45]([CH3:48])([CH3:47])[CH3:46])[N:24]=3)[NH:19][CH:18]=2)=[O:16])[CH:11]2[CH2:13][CH2:12]2)[CH2:7][CH2:8]1)#[N:2]. The catalyst class is: 538. (3) Reactant: [F:1][C:2]1[CH:7]=[CH:6][C:5]([CH:8]2[C:16]3[C:11](=[CH:12][CH:13]=[CH:14][CH:15]=3)[C:10]([C:18]3[N:19]=[CH:20][N:21](C(C4C=CC=CC=4)(C4C=CC=CC=4)C4C=CC=CC=4)[CH:22]=3)(O)[CH2:9]2)=[CH:4][CH:3]=1.Cl. Product: [F:1][C:2]1[CH:7]=[CH:6][C:5]([CH:8]2[C:16]3[C:11](=[CH:12][CH:13]=[CH:14][CH:15]=3)[C:10]([C:18]3[N:19]=[CH:20][NH:21][CH:22]=3)=[CH:9]2)=[CH:4][CH:3]=1. The catalyst class is: 6. (4) Reactant: Br[C:2]1[CH:7]=[CH:6][C:5]([CH:8]([N:14]2[CH2:28][CH2:27][C:17]3([O:22][CH2:21][C:20](=[O:23])[N:19]([CH:24]4[CH2:26][CH2:25]4)[CH2:18]3)[CH2:16][CH2:15]2)[CH2:9][C:10]([O:12][CH3:13])=[O:11])=[CH:4][CH:3]=1.CC1(C)C(C)(C)OB([C:37]2[CH:46]=[C:45]3[C:40]([CH:41]=[CH:42][CH:43]=[N:44]3)=[CH:39][CH:38]=2)O1.C(=O)([O-])[O-].[K+].[K+]. Product: [CH:24]1([N:19]2[CH2:18][C:17]3([CH2:27][CH2:28][N:14]([CH:8]([C:5]4[CH:6]=[CH:7][C:2]([C:37]5[CH:46]=[C:45]6[C:40]([CH:41]=[CH:42][CH:43]=[N:44]6)=[CH:39][CH:38]=5)=[CH:3][CH:4]=4)[CH2:9][C:10]([O:12][CH3:13])=[O:11])[CH2:15][CH2:16]3)[O:22][CH2:21][C:20]2=[O:23])[CH2:26][CH2:25]1. The catalyst class is: 669. (5) Reactant: F[P-](F)(F)(F)(F)F.N1(OC(N(C)C)=[N+](C)C)C2C=CC=CC=2N=N1.[F:25][C:26]1[CH:34]=[CH:33][C:32]([CH2:35][C:36]2[C:45]3[C:40](=[CH:41][CH:42]=[CH:43][CH:44]=3)[C:39](=[O:46])[NH:38][N:37]=2)=[CH:31][C:27]=1[C:28](O)=[O:29].[CH3:47][O:48][CH:49]1[CH2:54][CH2:53][NH:52][CH2:51][CH2:50]1.C(N(CC)CC)C. Product: [F:25][C:26]1[CH:34]=[CH:33][C:32]([CH2:35][C:36]2[C:45]3[C:40](=[CH:41][CH:42]=[CH:43][CH:44]=3)[C:39](=[O:46])[NH:38][N:37]=2)=[CH:31][C:27]=1[C:28]([N:52]1[CH2:53][CH2:54][CH:49]([O:48][CH3:47])[CH2:50][CH2:51]1)=[O:29]. The catalyst class is: 287. (6) Reactant: Br[CH2:2][C:3]1[CH:4]=[C:5](B(O)O)[CH:6]=[CH:7][CH:8]=1.Br[C:13]1[CH:22]=[CH:21][C:20]2[NH:19][C:18](=[O:23])[C:17]3[NH:24][CH:25]=[CH:26][C:16]=3[C:15]=2[CH:14]=1.[CH2:27]([C:29]([O-:31])=[O:30])[CH3:28].[O-]P(OP(OP([O-])([O-])=O)([O-])=O)(=O)[O-].[K+].[K+].[K+].[K+].[K+].O.[CH3:51][NH:52][CH3:53]. Product: [CH3:51][N:52]([CH2:2][C:3]1[CH:4]=[C:5]([C:13]2[CH:22]=[CH:21][C:20]3[NH:19][C:18](=[O:23])[C:17]4[NH:24][CH:25]=[CH:26][C:16]=4[C:15]=3[CH:14]=2)[CH:6]=[CH:7][CH:8]=1)[CH3:53].[CH2:27]([C:29]([O-:31])=[O:30])[CH3:28]. The catalyst class is: 235.